This data is from Reaction yield outcomes from USPTO patents with 853,638 reactions. The task is: Predict the reaction yield, written as a fraction of the theoretical maximum amount of product (1.0 means a 100% yield; for example, 0.34 means a 34% yield). (1) No catalyst specified. The reactants are Cl[C:2]1[CH:7]=[C:6]([C:8]2[CH:13]=[C:12]([Cl:14])[CH:11]=[CH:10][C:9]=2[CH3:15])[N:5]=[C:4]([NH2:16])[N:3]=1.[NH:17]1[C:25]2[C:20](=[CH:21][CH:22]=[C:23]([NH2:26])[CH:24]=2)[CH:19]=[N:18]1. The product is [Cl:14][C:12]1[CH:11]=[CH:10][C:9]([CH3:15])=[C:8]([C:6]2[N:5]=[C:4]([NH2:16])[N:3]=[C:2]([NH:26][C:23]3[CH:24]=[C:25]4[C:20]([CH:19]=[N:18][NH:17]4)=[CH:21][CH:22]=3)[CH:7]=2)[CH:13]=1. The yield is 0.730. (2) The reactants are [CH:1]1([C:4]([C@H:6]2[CH2:10][O:9]C(C)(C)[N:7]2[C:13]([O:15][C:16]([CH3:19])([CH3:18])[CH3:17])=[O:14])=[CH2:5])[CH2:3][CH2:2]1.O.C1(C)C=CC(S(O)(=O)=O)=CC=1.C(N(CC)CC)C.C(OC(OC(C)(C)C)=O)(OC(C)(C)C)=O.N1C=CN=C1.[Si:59](Cl)([C:62]([CH3:65])([CH3:64])[CH3:63])([CH3:61])[CH3:60]. The catalyst is CO.CN(C)C1C=CN=CC=1. The product is [Si:59]([O:9][CH2:10][C@@H:6]([NH:7][C:13](=[O:14])[O:15][C:16]([CH3:17])([CH3:18])[CH3:19])[C:4]([CH:1]1[CH2:2][CH2:3]1)=[CH2:5])([C:62]([CH3:65])([CH3:64])[CH3:63])([CH3:61])[CH3:60]. The yield is 0.640. (3) The reactants are [C:1](#[N:10])[CH:2]=[CH:3][C:4]1[CH:9]=[CH:8][CH:7]=[CH:6][CH:5]=1.[NH2:11][OH:12]. The catalyst is CCO. The product is [OH:12][N:11]=[C:1]([NH2:10])[CH:2]=[CH:3][C:4]1[CH:9]=[CH:8][CH:7]=[CH:6][CH:5]=1. The yield is 0.700. (4) The reactants are [C:1]([O:5][C:6]([N:8]1[CH2:13][CH2:12][CH2:11][CH2:10][C@:9]1([CH3:17])[C:14]([OH:16])=O)=[O:7])([CH3:4])([CH3:3])[CH3:2].C(N(C(C)C)CC)(C)C.CN(C(ON1N=NC2C=CC=NC1=2)=[N+](C)C)C.F[P-](F)(F)(F)(F)F.[CH3:51][O:52][C@@H:53]([C@@H:71]1[CH2:75][CH2:74][CH2:73][N:72]1[C:76](=[O:95])[CH2:77][C@@H:78]([O:93][CH3:94])[C@@H:79]([N:84]([CH3:92])[C:85](=[O:91])[C@H:86]([CH:88]([CH3:90])[CH3:89])[NH2:87])[C@@H:80]([CH3:83])[CH2:81][CH3:82])[C@@H:54]([CH3:70])[C:55]([NH:57][C@H:58]([C:66]([O:68][CH3:69])=[O:67])[CH2:59][C:60]1[CH:65]=[CH:64][CH:63]=[CH:62][CH:61]=1)=[O:56]. The catalyst is ClCCl.CN(C)C=O. The product is [C:1]([O:5][C:6]([N:8]1[CH2:13][CH2:12][CH2:11][CH2:10][C@@:9]1([C:14]([NH:87][C@H:86]([C:85]([N:84]([CH3:92])[C@@H:79]([C@@H:80]([CH3:83])[CH2:81][CH3:82])[C@H:78]([O:93][CH3:94])[CH2:77][C:76]([N:72]1[CH2:73][CH2:74][CH2:75][C@H:71]1[C@H:53]([O:52][CH3:51])[C@@H:54]([CH3:70])[C:55]([NH:57][C@H:58]([C:66]([O:68][CH3:69])=[O:67])[CH2:59][C:60]1[CH:61]=[CH:62][CH:63]=[CH:64][CH:65]=1)=[O:56])=[O:95])=[O:91])[CH:88]([CH3:89])[CH3:90])=[O:16])[CH3:17])=[O:7])([CH3:2])([CH3:3])[CH3:4]. The yield is 0.480.